Dataset: Catalyst prediction with 721,799 reactions and 888 catalyst types from USPTO. Task: Predict which catalyst facilitates the given reaction. (1) Reactant: [Cl:1][C:2]1[CH:7]=[CH:6][C:5]([N:8]2[CH2:17][C:16]3[C:12]4=[C:13]([C:21](=[O:25])[N:22]([CH3:24])[CH:23]=[C:11]4[C:10]4[CH:26]=[C:27]([CH2:30][S:31]([CH3:34])(=[O:33])=[O:32])[CH:28]=[CH:29][C:9]2=4)[NH:14][C:15]=3[C:18]([NH2:20])=O)=[CH:4][CH:3]=1.C(N(CC)CC)C. Product: [Cl:1][C:2]1[CH:7]=[CH:6][C:5]([N:8]2[CH2:17][C:16]3[C:12]4=[C:13]([C:21](=[O:25])[N:22]([CH3:24])[CH:23]=[C:11]4[C:10]4[CH:26]=[C:27]([CH2:30][S:31]([CH3:34])(=[O:33])=[O:32])[CH:28]=[CH:29][C:9]2=4)[NH:14][C:15]=3[C:18]#[N:20])=[CH:4][CH:3]=1. The catalyst class is: 7. (2) Reactant: C(=O)([O-])[O-].[Na+].[Na+].Br[CH2:8][CH2:9][CH2:10][CH2:11]Br.[NH2:13][C@H:14]1[CH2:19][CH2:18][CH2:17][CH2:16][C@@H:15]1[NH:20][C:21]1[CH:28]=[C:27]([Cl:29])[CH:26]=[CH:25][C:22]=1[C:23]#[N:24]. Product: [Cl:29][C:27]1[CH:26]=[CH:25][C:22]([C:23]#[N:24])=[C:21]([NH:20][C@H:15]2[CH2:16][CH2:17][CH2:18][CH2:19][C@@H:14]2[N:13]2[CH2:11][CH2:10][CH2:9][CH2:8]2)[CH:28]=1. The catalyst class is: 10. (3) Reactant: Cl[C:2](Cl)(Cl)[CH:3]([OH:5])O.[O-]S([O-])(=O)=O.[Na+].[Na+].Cl.[NH2:16][C:17]1[CH:22]=[CH:21][C:20]([C:23]([CH3:30])([CH3:29])[C:24]([O:26][CH2:27][CH3:28])=[O:25])=[CH:19][CH:18]=1.[Cl-].[OH:32][NH3+:33]. Product: [OH:32]/[N:33]=[CH:2]/[C:3]([NH:16][C:17]1[CH:18]=[CH:19][C:20]([C:23]([CH3:29])([CH3:30])[C:24]([O:26][CH2:27][CH3:28])=[O:25])=[CH:21][CH:22]=1)=[O:5]. The catalyst class is: 6.